This data is from Forward reaction prediction with 1.9M reactions from USPTO patents (1976-2016). The task is: Predict the product of the given reaction. (1) Given the reactants [CH2:1]([NH:8][CH2:9][C:10]([F:13])([F:12])[F:11])[C:2]1[CH:7]=[CH:6][CH:5]=[CH:4][CH:3]=1.[OH-].[Na+].[Cl:16][C:17]1[N:22]=[CH:21][N:20]=[C:19]([C:23](Cl)=[O:24])[CH:18]=1.C(=O)([O-])O.[Na+], predict the reaction product. The product is: [CH2:1]([N:8]([CH2:9][C:10]([F:12])([F:11])[F:13])[C:23]([C:19]1[CH:18]=[C:17]([Cl:16])[N:22]=[CH:21][N:20]=1)=[O:24])[C:2]1[CH:7]=[CH:6][CH:5]=[CH:4][CH:3]=1. (2) Given the reactants Cl[C:2]1[N:7]=[C:6]([C:8]([O:10][CH3:11])=[O:9])[CH:5]=[C:4]([N:12]2[C:16]([CH3:17])=[CH:15][CH:14]=[N:13]2)[N:3]=1.[Br:18][C:19]1[CH:20]=[C:21](B(O)O)[CH:22]=[CH:23][C:24]=1[F:25], predict the reaction product. The product is: [Br:18][C:19]1[CH:20]=[C:21]([C:2]2[N:7]=[C:6]([C:8]([O:10][CH3:11])=[O:9])[CH:5]=[C:4]([N:12]3[C:16]([CH3:17])=[CH:15][CH:14]=[N:13]3)[N:3]=2)[CH:22]=[CH:23][C:24]=1[F:25].